Task: Predict the reactants needed to synthesize the given product.. Dataset: Full USPTO retrosynthesis dataset with 1.9M reactions from patents (1976-2016) (1) Given the product [CH2:1]([O:5][C:6]([C:8]1[N:9]=[C:10]([O:26][C:20]2[CH:25]=[CH:24][CH:23]=[CH:22][CH:21]=2)[C:11]2[C:16]([C:17]=1[OH:18])=[CH:15][CH:14]=[CH:13][CH:12]=2)=[O:7])[CH2:2][CH2:3][CH3:4], predict the reactants needed to synthesize it. The reactants are: [CH2:1]([O:5][C:6]([C:8]1[N:9]=[C:10](Cl)[C:11]2[C:16]([C:17]=1[OH:18])=[CH:15][CH:14]=[CH:13][CH:12]=2)=[O:7])[CH2:2][CH2:3][CH3:4].[C:20]1([OH:26])[CH:25]=[CH:24][CH:23]=[CH:22][CH:21]=1.[OH-].[Na+]. (2) Given the product [CH3:26][S:27]([N:30]1[CH2:35][CH2:34][N:33]([C:2]2[CH:7]=[CH:6][C:5]([CH:8]([C:19]3[CH:24]=[CH:23][CH:22]=[CH:21][C:20]=3[CH3:25])[CH2:9]/[C:10](/[C:13]3[CH:18]=[CH:17][N:16]=[CH:15][CH:14]=3)=[N:11]\[OH:12])=[CH:4][CH:3]=2)[CH2:32][CH2:31]1)(=[O:29])=[O:28], predict the reactants needed to synthesize it. The reactants are: Br[C:2]1[CH:7]=[CH:6][C:5]([CH:8]([C:19]2[CH:24]=[CH:23][CH:22]=[CH:21][C:20]=2[CH3:25])[CH2:9]/[C:10](/[C:13]2[CH:18]=[CH:17][N:16]=[CH:15][CH:14]=2)=[N:11]\[OH:12])=[CH:4][CH:3]=1.[CH3:26][S:27]([N:30]1[CH2:35][CH2:34][NH:33][CH2:32][CH2:31]1)(=[O:29])=[O:28]. (3) The reactants are: [NH:1]1[C:9]2[C:4](=[CH:5][CH:6]=[C:7]([C:10]([O:12][CH3:13])=[O:11])[CH:8]=2)[CH:3]=[CH:2]1.Cl[Sn](Cl)(Cl)Cl.[F:19][C:20]1[CH:25]=[CH:24][C:23]([C:26]2[C:30]([C:31](Cl)=[O:32])=[C:29]([CH3:34])[O:28][N:27]=2)=[CH:22][CH:21]=1.[N+](C)([O-])=O. Given the product [CH3:13][O:12][C:10]([C:7]1[CH:8]=[C:9]2[C:4]([C:3]([C:31]([C:30]3[C:26]([C:23]4[CH:24]=[CH:25][C:20]([F:19])=[CH:21][CH:22]=4)=[N:27][O:28][C:29]=3[CH3:34])=[O:32])=[CH:2][NH:1]2)=[CH:5][CH:6]=1)=[O:11], predict the reactants needed to synthesize it. (4) Given the product [CH3:38][S:39]([N:2]1[CH2:7][CH2:6][CH2:5][CH:4]([NH:8][C:9]([C:11]2[C:19]3[C:14](=[N:15][CH:16]=[C:17]([CH:20]4[CH2:22][CH2:21]4)[N:18]=3)[N:13]([CH2:23][O:24][CH2:25][CH2:26][Si:27]([CH3:30])([CH3:29])[CH3:28])[CH:12]=2)=[O:10])[CH2:3]1)(=[O:41])=[O:40], predict the reactants needed to synthesize it. The reactants are: Cl.[NH:2]1[CH2:7][CH2:6][CH2:5][CH:4]([NH:8][C:9]([C:11]2[C:19]3[C:14](=[N:15][CH:16]=[C:17]([CH:20]4[CH2:22][CH2:21]4)[N:18]=3)[N:13]([CH2:23][O:24][CH2:25][CH2:26][Si:27]([CH3:30])([CH3:29])[CH3:28])[CH:12]=2)=[O:10])[CH2:3]1.C(N(CC)CC)C.[CH3:38][S:39](Cl)(=[O:41])=[O:40]. (5) Given the product [C:15]1([N:1]2[C:10]3[C:5](=[CH:6][CH:7]=[C:8]([C:11]([O:13][CH3:14])=[O:12])[CH:9]=3)[CH2:4][CH2:3][CH2:2]2)[CH:20]=[CH:19][CH:18]=[CH:17][CH:16]=1, predict the reactants needed to synthesize it. The reactants are: [NH:1]1[C:10]2[C:5](=[CH:6][CH:7]=[C:8]([C:11]([O:13][CH3:14])=[O:12])[CH:9]=2)[CH2:4][CH2:3][CH2:2]1.[C:15]1([Bi]([C:15]2[CH:20]=[CH:19][CH:18]=[CH:17][CH:16]=2)[C:15]2[CH:20]=[CH:19][CH:18]=[CH:17][CH:16]=2)[CH:20]=[CH:19][CH:18]=[CH:17][CH:16]=1. (6) Given the product [O:1]1[C:5]2[CH:6]=[CH:7][C:8]([CH2:10][NH:11][C:21]([C:19]3[N:18]=[C:16]4[N:15]([CH:20]=3)[CH:14]=[C:13]([Br:12])[S:17]4)=[O:22])=[CH:9][C:4]=2[O:3][CH2:2]1, predict the reactants needed to synthesize it. The reactants are: [O:1]1[C:5]2[CH:6]=[CH:7][C:8]([CH2:10][NH2:11])=[CH:9][C:4]=2[O:3][CH2:2]1.[Br:12][C:13]1[S:17][C:16]2=[N:18][C:19]([C:21](O)=[O:22])=[CH:20][N:15]2[CH:14]=1. (7) Given the product [CH3:4][O:5][C:6]([N:8]1[CH2:13][C:12](=[O:14])[N:11]2[CH:15]([C:18]([OH:20])=[O:19])[CH2:16][CH2:17][CH:10]2[CH2:9]1)=[O:7], predict the reactants needed to synthesize it. The reactants are: O.[OH-].[Li+].[CH3:4][O:5][C:6]([N:8]1[CH2:13][C:12](=[O:14])[N:11]2[CH:15]([C:18]([O:20]CC)=[O:19])[CH2:16][CH2:17][CH:10]2[CH2:9]1)=[O:7].Cl.